This data is from Forward reaction prediction with 1.9M reactions from USPTO patents (1976-2016). The task is: Predict the product of the given reaction. (1) Given the reactants Cl[C:2]1[N:7]=[C:6]([NH:8][CH2:9][C:10]([CH3:13])([CH3:12])[CH3:11])[C:5]([N+:14]([O-:16])=[O:15])=[CH:4][CH:3]=1.[C:17]1([C:23]#[CH:24])[CH:22]=[CH:21][CH:20]=[CH:19][CH:18]=1, predict the reaction product. The product is: [CH3:11][C:10]([CH3:13])([CH3:12])[CH2:9][NH:8][C:6]1[C:5]([N+:14]([O-:16])=[O:15])=[CH:4][CH:3]=[C:2]([C:24]#[C:23][C:17]2[CH:22]=[CH:21][CH:20]=[CH:19][CH:18]=2)[N:7]=1. (2) Given the reactants C([O:8][C:9]1[CH:10]=[CH:11][C:12]([CH3:44])=[C:13]([C:15]([N:17]2[CH2:22][CH2:21][CH:20]([N:23]3[C:27](=[O:28])[C:26]([CH3:30])([CH3:29])[C:25]([C:31]4[CH:32]=[C:33]([O:42][CH3:43])[C:34]5[O:38][C:37]([CH3:40])([CH3:39])[CH2:36][C:35]=5[CH:41]=4)=[N:24]3)[CH2:19][CH2:18]2)=[O:16])[CH:14]=1)C1C=CC=CC=1.C([O-])=O.[NH4+], predict the reaction product. The product is: [OH:8][C:9]1[CH:10]=[CH:11][C:12]([CH3:44])=[C:13]([C:15]([N:17]2[CH2:18][CH2:19][CH:20]([N:23]3[C:27](=[O:28])[C:26]([CH3:30])([CH3:29])[C:25]([C:31]4[CH:32]=[C:33]([O:42][CH3:43])[C:34]5[O:38][C:37]([CH3:39])([CH3:40])[CH2:36][C:35]=5[CH:41]=4)=[N:24]3)[CH2:21][CH2:22]2)=[O:16])[CH:14]=1.